From a dataset of Peptide-MHC class I binding affinity with 185,985 pairs from IEDB/IMGT. Regression. Given a peptide amino acid sequence and an MHC pseudo amino acid sequence, predict their binding affinity value. This is MHC class I binding data. (1) The peptide sequence is MHEDIISLW. The MHC is HLA-A33:01 with pseudo-sequence HLA-A33:01. The binding affinity (normalized) is 0. (2) The peptide sequence is LLRRRPYPL. The MHC is HLA-B08:01 with pseudo-sequence HLA-B08:01. The binding affinity (normalized) is 0.898. (3) The MHC is HLA-A02:01 with pseudo-sequence HLA-A02:01. The peptide sequence is AAPPVAPA. The binding affinity (normalized) is 0.213. (4) The peptide sequence is VQQPIIEKL. The MHC is H-2-Db with pseudo-sequence H-2-Db. The binding affinity (normalized) is 0. (5) The peptide sequence is NMGLKFRQLL. The MHC is Patr-A0701 with pseudo-sequence Patr-A0701. The binding affinity (normalized) is 0.125. (6) The MHC is HLA-B27:05 with pseudo-sequence HLA-B27:05. The binding affinity (normalized) is 0.0847. The peptide sequence is RNQPAATAL.